From a dataset of NCI-60 drug combinations with 297,098 pairs across 59 cell lines. Regression. Given two drug SMILES strings and cell line genomic features, predict the synergy score measuring deviation from expected non-interaction effect. (1) Drug 1: CC1=C2C(C(=O)C3(C(CC4C(C3C(C(C2(C)C)(CC1OC(=O)C(C(C5=CC=CC=C5)NC(=O)OC(C)(C)C)O)O)OC(=O)C6=CC=CC=C6)(CO4)OC(=O)C)OC)C)OC. Drug 2: C(CN)CNCCSP(=O)(O)O. Cell line: CCRF-CEM. Synergy scores: CSS=20.9, Synergy_ZIP=-4.23, Synergy_Bliss=-14.9, Synergy_Loewe=-37.5, Synergy_HSA=-14.3. (2) Drug 1: CC1=CC2C(CCC3(C2CCC3(C(=O)C)OC(=O)C)C)C4(C1=CC(=O)CC4)C. Drug 2: CC1=C(C(CCC1)(C)C)C=CC(=CC=CC(=CC(=O)O)C)C. Cell line: NCI-H226. Synergy scores: CSS=0.181, Synergy_ZIP=2.76, Synergy_Bliss=2.51, Synergy_Loewe=-5.63, Synergy_HSA=-3.18. (3) Drug 2: B(C(CC(C)C)NC(=O)C(CC1=CC=CC=C1)NC(=O)C2=NC=CN=C2)(O)O. Cell line: HCT116. Drug 1: CC1=C2C(C(=O)C3(C(CC4C(C3C(C(C2(C)C)(CC1OC(=O)C(C(C5=CC=CC=C5)NC(=O)OC(C)(C)C)O)O)OC(=O)C6=CC=CC=C6)(CO4)OC(=O)C)OC)C)OC. Synergy scores: CSS=40.7, Synergy_ZIP=-0.256, Synergy_Bliss=-1.77, Synergy_Loewe=-1.84, Synergy_HSA=-0.0646. (4) Drug 1: C1=CC(=C2C(=C1NCCNCCO)C(=O)C3=C(C=CC(=C3C2=O)O)O)NCCNCCO. Drug 2: COC1=NC(=NC2=C1N=CN2C3C(C(C(O3)CO)O)O)N. Cell line: HCT116. Synergy scores: CSS=50.6, Synergy_ZIP=9.05, Synergy_Bliss=8.16, Synergy_Loewe=-30.9, Synergy_HSA=7.15. (5) Cell line: T-47D. Drug 1: CC1=CC2C(CCC3(C2CCC3(C(=O)C)OC(=O)C)C)C4(C1=CC(=O)CC4)C. Drug 2: C1=CC(=CC=C1CCCC(=O)O)N(CCCl)CCCl. Synergy scores: CSS=32.3, Synergy_ZIP=-3.53, Synergy_Bliss=1.48, Synergy_Loewe=3.76, Synergy_HSA=5.05. (6) Drug 2: CC1C(C(CC(O1)OC2CC(OC(C2O)C)OC3=CC4=CC5=C(C(=O)C(C(C5)C(C(=O)C(C(C)O)O)OC)OC6CC(C(C(O6)C)O)OC7CC(C(C(O7)C)O)OC8CC(C(C(O8)C)O)(C)O)C(=C4C(=C3C)O)O)O)O. Synergy scores: CSS=43.6, Synergy_ZIP=2.40, Synergy_Bliss=3.31, Synergy_Loewe=-22.1, Synergy_HSA=-0.578. Cell line: SK-MEL-5. Drug 1: C1=CN(C=N1)CC(O)(P(=O)(O)O)P(=O)(O)O. (7) Drug 1: CC(C)(C#N)C1=CC(=CC(=C1)CN2C=NC=N2)C(C)(C)C#N. Cell line: SK-MEL-5. Synergy scores: CSS=2.46, Synergy_ZIP=-4.18, Synergy_Bliss=-6.22, Synergy_Loewe=-6.74, Synergy_HSA=-6.70. Drug 2: C1=NC(=NC(=O)N1C2C(C(C(O2)CO)O)O)N. (8) Drug 1: CC12CCC3C(C1CCC2O)C(CC4=C3C=CC(=C4)O)CCCCCCCCCS(=O)CCCC(C(F)(F)F)(F)F. Drug 2: COC1=NC(=NC2=C1N=CN2C3C(C(C(O3)CO)O)O)N. Cell line: HCT116. Synergy scores: CSS=-3.13, Synergy_ZIP=-2.14, Synergy_Bliss=-7.90, Synergy_Loewe=-6.19, Synergy_HSA=-6.06. (9) Drug 1: C1=NC2=C(N=C(N=C2N1C3C(C(C(O3)CO)O)F)Cl)N. Drug 2: CC12CCC3C(C1CCC2OP(=O)(O)O)CCC4=C3C=CC(=C4)OC(=O)N(CCCl)CCCl.[Na+]. Cell line: MALME-3M. Synergy scores: CSS=0.385, Synergy_ZIP=-1.21, Synergy_Bliss=-2.29, Synergy_Loewe=-4.58, Synergy_HSA=-5.76.